Dataset: Catalyst prediction with 721,799 reactions and 888 catalyst types from USPTO. Task: Predict which catalyst facilitates the given reaction. (1) Reactant: [CH3:1][O:2][C:3](=[O:18])[C:4]1[CH:9]=[CH:8][C:7]([N+:10]([O-])=O)=[C:6]([CH:13]([O:16][CH3:17])[O:14][CH3:15])[CH:5]=1. Product: [CH3:1][O:2][C:3](=[O:18])[C:4]1[CH:9]=[CH:8][C:7]([NH2:10])=[C:6]([CH:13]([O:14][CH3:15])[O:16][CH3:17])[CH:5]=1. The catalyst class is: 19. (2) Reactant: [Br:1]Br.[F:3][C:4]1[CH:13]=[C:12]2[C:7]([CH:8]=[CH:9][N:10](C)[C:11]2=[O:14])=[CH:6][CH:5]=1.O. Product: [Br:1][C:8]1[C:7]2[C:12](=[CH:13][C:4]([F:3])=[CH:5][CH:6]=2)[C:11](=[O:14])[NH:10][CH:9]=1. The catalyst class is: 15. (3) Reactant: [CH2:1]([O:8][C:9]1[CH:14]=[CH:13][C:12]([N+:15]([O-:17])=[O:16])=[C:11](F)[CH:10]=1)[C:2]1[CH:7]=[CH:6][CH:5]=[CH:4][CH:3]=1.C(=O)([O-])[O-].[Na+].[Na+].[CH2:25]([SH:32])[C:26]1[CH:31]=[CH:30][CH:29]=[CH:28][CH:27]=1.O. Product: [CH2:1]([O:8][C:9]1[CH:14]=[CH:13][C:12]([N+:15]([O-:17])=[O:16])=[C:11]([S:32][CH2:25][C:26]2[CH:31]=[CH:30][CH:29]=[CH:28][CH:27]=2)[CH:10]=1)[C:2]1[CH:7]=[CH:6][CH:5]=[CH:4][CH:3]=1. The catalyst class is: 8.